Dataset: Catalyst prediction with 721,799 reactions and 888 catalyst types from USPTO. Task: Predict which catalyst facilitates the given reaction. (1) Reactant: [NH2:1][C:2]1[C:6]([C:7]([C:9]2[S:10][CH:11]=[CH:12][CH:13]=2)=[O:8])=[CH:5][NH:4][N:3]=1.[CH3:14][NH:15][C:16](=[O:18])[CH3:17].[CH3:19][C:20]([CH3:22])=O. Product: [CH3:17][C:16]([N:15]([C:19]1[CH:5]=[CH:6][CH:2]=[C:22]([C:7]2[N:3]3[N:4]=[CH:5][C:6]([C:7]([C:9]4[S:10][CH:11]=[CH:12][CH:13]=4)=[O:8])=[C:2]3[N:1]=[CH:13][CH:9]=2)[CH:20]=1)[CH3:14])=[O:18]. The catalyst class is: 15. (2) Reactant: [C:1](Cl)(Cl)=[O:2].[NH2:5][C:6]1[CH:11]=[CH:10][CH:9]=[C:8]([CH3:12])[N:7]=1.C(N(CC)CC)C.[C:20]([OH:24])([CH3:23])([CH3:22])[CH3:21]. Product: [C:20]([O:24][C:1](=[O:2])[NH:5][C:6]1[CH:11]=[CH:10][CH:9]=[C:8]([CH3:12])[N:7]=1)([CH3:23])([CH3:22])[CH3:21]. The catalyst class is: 22. (3) Reactant: [CH2:1]([O:8][N:9]1[C:18]2[C:13](=[CH:14][CH:15]=[CH:16][N:17]=2)[C:12](O)=[CH:11][C:10]1=[O:20])[C:2]1[CH:7]=[CH:6][CH:5]=[CH:4][CH:3]=1.[CH2:21]1[C:30]2[C:25](=[CH:26][CH:27]=[C:28]([C:31]([O:33][CH3:34])=[O:32])[CH:29]=2)[CH2:24][CH2:23][NH:22]1. Product: [CH2:1]([O:8][N:9]1[C:18]2[C:13](=[CH:14][CH:15]=[CH:16][N:17]=2)[C:12]([N:22]2[CH2:23][CH2:24][C:25]3[C:30](=[CH:29][C:28]([C:31]([O:33][CH3:34])=[O:32])=[CH:27][CH:26]=3)[CH2:21]2)=[CH:11][C:10]1=[O:20])[C:2]1[CH:7]=[CH:6][CH:5]=[CH:4][CH:3]=1. The catalyst class is: 85. (4) Reactant: [OH:1][C:2]1[CH:9]=[CH:8][C:5]([CH:6]=[O:7])=[CH:4][C:3]=1[N+:10]([O-:12])=[O:11].CN(C=O)C.[H-].[Na+].Br[CH2:21][C:22]([O:24][CH2:25][CH3:26])=[O:23]. Product: [CH2:25]([O:24][C:22](=[O:23])[CH2:21][O:1][C:2]1[CH:9]=[CH:8][C:5]([CH:6]=[O:7])=[CH:4][C:3]=1[N+:10]([O-:12])=[O:11])[CH3:26]. The catalyst class is: 7.